Dataset: NCI-60 drug combinations with 297,098 pairs across 59 cell lines. Task: Regression. Given two drug SMILES strings and cell line genomic features, predict the synergy score measuring deviation from expected non-interaction effect. (1) Synergy scores: CSS=44.4, Synergy_ZIP=-1.47, Synergy_Bliss=-1.52, Synergy_Loewe=0.0606, Synergy_HSA=2.71. Drug 1: CC(CN1CC(=O)NC(=O)C1)N2CC(=O)NC(=O)C2. Cell line: HOP-92. Drug 2: C1=NC2=C(N=C(N=C2N1C3C(C(C(O3)CO)O)F)Cl)N. (2) Drug 1: C1CCC(C1)C(CC#N)N2C=C(C=N2)C3=C4C=CNC4=NC=N3. Drug 2: CC1C(C(CC(O1)OC2CC(CC3=C2C(=C4C(=C3O)C(=O)C5=C(C4=O)C(=CC=C5)OC)O)(C(=O)C)O)N)O.Cl. Cell line: UACC62. Synergy scores: CSS=19.1, Synergy_ZIP=17.0, Synergy_Bliss=17.1, Synergy_Loewe=-9.63, Synergy_HSA=8.40.